From a dataset of Full USPTO retrosynthesis dataset with 1.9M reactions from patents (1976-2016). Predict the reactants needed to synthesize the given product. (1) Given the product [Br:1][C:2]1[C:6]2[C:7](=[O:11])[NH:8][CH:9]=[C:10]([I:19])[C:5]=2[S:4][CH:3]=1, predict the reactants needed to synthesize it. The reactants are: [Br:1][C:2]1[C:6]2[C:7](=[O:11])[NH:8][CH:9]=[CH:10][C:5]=2[S:4][CH:3]=1.C1C(=O)N([I:19])C(=O)C1.C1COCC1.[O-]S([O-])=O.[Na+].[Na+]. (2) Given the product [N+:13]([C:10]1[CH:9]=[CH:8][C:7]([C:4]2[CH:5]=[CH:6][N:2]([O:1][C:18](=[O:19])[N:17]([CH3:16])[C:21]3[CH:26]=[CH:25][CH:24]=[CH:23][CH:22]=3)[N:3]=2)=[CH:12][CH:11]=1)([O-:15])=[O:14], predict the reactants needed to synthesize it. The reactants are: [OH:1][N:2]1[CH:6]=[CH:5][C:4]([C:7]2[CH:12]=[CH:11][C:10]([N+:13]([O-:15])=[O:14])=[CH:9][CH:8]=2)=[N:3]1.[CH3:16][N:17]([C:21]1[CH:26]=[CH:25][CH:24]=[CH:23][CH:22]=1)[C:18](Cl)=[O:19]. (3) Given the product [OH:1][C:2]1[CH:6]([CH:7]([CH3:9])[CH3:8])[NH:5][C:4](=[O:10])[C:3]=1[CH:11]([C:12]1[CH:17]=[CH:16][CH:15]=[CH:14][CH:13]=1)[C:20]1[NH:19][C:27]2[C:22]([C:21]=1[CH2:28][CH2:29][NH:30][C:31](=[O:33])[CH3:32])=[CH:23][CH:24]=[CH:25][CH:26]=2, predict the reactants needed to synthesize it. The reactants are: [OH:1][C:2]1[CH:6]([CH:7]([CH3:9])[CH3:8])[NH:5][C:4](=[O:10])[CH:3]=1.[CH:11](=O)[C:12]1[CH:17]=[CH:16][CH:15]=[CH:14][CH:13]=1.[NH:19]1[C:27]2[C:22](=[CH:23][CH:24]=[CH:25][CH:26]=2)[C:21]([CH2:28][CH2:29][NH:30][C:31](=[O:33])[CH3:32])=[CH:20]1. (4) Given the product [F:1][C:2]1[CH:11]=[CH:10][C:9]2[N:12]=[C:13]([C@@H:14]([NH:16][C:18]3[N:26]=[CH:25][N:24]=[C:23]4[C:19]=3[N:20]=[CH:21][NH:22]4)[CH3:15])[N:7]3[C:8]=2[C:3]=1[CH2:4][CH2:5][CH2:6]3, predict the reactants needed to synthesize it. The reactants are: [F:1][C:2]1[CH:11]=[CH:10][C:9]2[N:12]=[C:13]([C@@H:14]([NH2:16])[CH3:15])[N:7]3[C:8]=2[C:3]=1[CH2:4][CH2:5][CH2:6]3.Cl[C:18]1[N:26]=[CH:25][N:24]=[C:23]2[C:19]=1[N:20]=[CH:21][N:22]2C1CCCCO1.CCN(C(C)C)C(C)C. (5) Given the product [CH3:1][C@:2]1([C:25]2[CH:30]=[CH:29][CH:28]=[CH:27][CH:26]=2)[C:11]2[C:6]3=[C:7]([C@:15]([CH3:24])([C:18]4[CH:23]=[CH:22][CH:21]=[CH:20][CH:19]=4)[CH2:16][CH2:17][N:5]3[CH2:4][CH2:3]1)[CH:8]=[C:9]([NH:12][C:39](=[O:40])[O:41][CH3:42])[CH:10]=2, predict the reactants needed to synthesize it. The reactants are: [CH3:1][C@:2]1([C:25]2[CH:30]=[CH:29][CH:28]=[CH:27][CH:26]=2)[C:11]2[C:6]3=[C:7]([C@:15]([CH3:24])([C:18]4[CH:23]=[CH:22][CH:21]=[CH:20][CH:19]=4)[CH2:16][CH2:17][N:5]3[CH2:4][CH2:3]1)[CH:8]=[C:9]([N+:12]([O-])=O)[CH:10]=2.C(N(CC)CC)C.Cl[C:39]([O:41][CH3:42])=[O:40]. (6) Given the product [C:11]1([CH:10]([C:17]2[CH:22]=[CH:21][CH:20]=[CH:19][CH:18]=2)[N:1]([CH2:3][C:4]([OH:6])=[O:5])[CH3:2])[CH:16]=[CH:15][CH:14]=[CH:13][CH:12]=1, predict the reactants needed to synthesize it. The reactants are: [NH:1]([CH2:3][C:4]([OH:6])=[O:5])[CH3:2].[OH-].[K+].Cl[CH:10]([C:17]1[CH:22]=[CH:21][CH:20]=[CH:19][CH:18]=1)[C:11]1[CH:16]=[CH:15][CH:14]=[CH:13][CH:12]=1.O. (7) Given the product [Cl:1][C:2]1[CH:3]=[C:4]2[C:9](=[CH:10][CH:11]=1)[CH:8]=[C:7]([S:12]([CH2:15][CH2:16][C:17]([N:32]1[CH2:31][CH2:30][CH:29]([N:27]3[CH2:28][C:24]4=[CH:23][N:22]=[C:21]([CH3:20])[N:25]4[C:26]3=[O:35])[CH2:34][CH2:33]1)=[O:18])(=[O:14])=[O:13])[CH:6]=[CH:5]2, predict the reactants needed to synthesize it. The reactants are: [Cl:1][C:2]1[CH:3]=[C:4]2[C:9](=[CH:10][CH:11]=1)[CH:8]=[C:7]([S:12]([CH2:15][CH2:16][C:17](Cl)=[O:18])(=[O:14])=[O:13])[CH:6]=[CH:5]2.[CH3:20][C:21]1[N:25]2[C:26](=[O:35])[N:27]([CH:29]3[CH2:34][CH2:33][NH:32][CH2:31][CH2:30]3)[CH2:28][C:24]2=[CH:23][N:22]=1.C(N(CC)CC)C. (8) Given the product [NH2:23][C:13]1[CH:12]=[C:11]([C:2]([CH3:10])([CH3:1])[C:3]([O:5][C:6]([CH3:9])([CH3:8])[CH3:7])=[O:4])[CH:16]=[C:15]([C:17]2[CH:22]=[CH:21][N:20]=[CH:19][CH:18]=2)[CH:14]=1, predict the reactants needed to synthesize it. The reactants are: [CH3:1][C:2]([C:11]1[CH:16]=[C:15]([C:17]2[CH:22]=[CH:21][N:20]=[CH:19][CH:18]=2)[CH:14]=[C:13]([N+:23]([O-])=O)[CH:12]=1)([CH3:10])[C:3]([O:5][C:6]([CH3:9])([CH3:8])[CH3:7])=[O:4]. (9) Given the product [OH:1][C:2]1[CH:7]=[CH:6][C:5]([C:8](=[O:13])[CH2:9][C:10](=[O:12])/[CH:11]=[CH:17]/[C:19]2[CH:24]=[CH:23][C:22]([OH:25])=[C:21]([O:26][CH3:27])[CH:20]=2)=[CH:4][C:3]=1[O:14][CH3:15], predict the reactants needed to synthesize it. The reactants are: [OH:1][C:2]1[CH:7]=[CH:6][C:5]([C:8](=[O:13])[CH2:9][C:10](=[O:12])[CH3:11])=[CH:4][C:3]=1[O:14][CH3:15].C[C:17]([C:19]1[CH:24]=[CH:23][C:22]([OH:25])=[C:21]([O:26][CH3:27])[CH:20]=1)=O.[H-].[Na+].CC(C)(C)C(=O)CC(=O)C. (10) The reactants are: [F:1][C:2]1[CH:7]=[C:6]([C:8]2[C:9]([C:17](=[O:19])[CH3:18])=[N:10][N:11]3[CH:16]=[CH:15][CH:14]=[CH:13][C:12]=23)[CH:5]=[CH:4][N:3]=1.[Br:20]Br.C(OCC)(=O)C. Given the product [Br:20][CH2:18][C:17]([C:9]1[C:8]([C:6]2[CH:5]=[CH:4][N:3]=[C:2]([F:1])[CH:7]=2)=[C:12]2[CH:13]=[CH:14][CH:15]=[CH:16][N:11]2[N:10]=1)=[O:19], predict the reactants needed to synthesize it.